This data is from Reaction yield outcomes from USPTO patents with 853,638 reactions. The task is: Predict the reaction yield, written as a fraction of the theoretical maximum amount of product (1.0 means a 100% yield; for example, 0.34 means a 34% yield). (1) The reactants are [F:1][C:2]([F:22])([F:21])[C:3]1[CH:4]=[C:5]([C:9]2[CH:10]=[CH:11][C:12]3[N:18]4[CH2:19][C@H:15]([CH2:16][CH2:17]4)[NH:14][C:13]=3[N:20]=2)[CH:6]=[CH:7][CH:8]=1.Cl[C:24](Cl)([O:26]C(=O)OC(Cl)(Cl)Cl)Cl.[CH3:35][C:36]1([CH3:50])[O:40][C@H:39]([CH2:41][O:42][C:43]2[CH:48]=[C:47]([NH2:49])[CH:46]=[CH:45][N:44]=2)[CH2:38][O:37]1. The catalyst is O1CCCC1. The product is [CH3:35][C:36]1([CH3:50])[O:40][C@H:39]([CH2:41][O:42][C:43]2[CH:48]=[C:47]([NH:49][C:24]([N:14]3[C@@H:15]4[CH2:19][N:18]([CH2:17][CH2:16]4)[C:12]4[CH:11]=[CH:10][C:9]([C:5]5[CH:6]=[CH:7][CH:8]=[C:3]([C:2]([F:21])([F:1])[F:22])[CH:4]=5)=[N:20][C:13]3=4)=[O:26])[CH:46]=[CH:45][N:44]=2)[CH2:38][O:37]1. The yield is 0.280. (2) The reactants are [N:1]1([C:7]2[CH:24]=[CH:23][C:10]3[CH2:11][N:12](C(OC(C)(C)C)=O)[CH2:13][CH2:14][O:15][C:9]=3[CH:8]=2)[CH2:6][CH2:5][CH2:4][CH2:3][CH2:2]1.C(OCC)(=O)C.[ClH:31]. No catalyst specified. The product is [ClH:31].[ClH:31].[N:1]1([C:7]2[CH:24]=[CH:23][C:10]3[CH2:11][NH:12][CH2:13][CH2:14][O:15][C:9]=3[CH:8]=2)[CH2:6][CH2:5][CH2:4][CH2:3][CH2:2]1. The yield is 0.817. (3) The reactants are [C:1]([O:5][C:6](=[O:25])[NH:7][CH:8]1[CH2:13][CH2:12][N:11]([S:14]([C:17]2[CH:22]=[CH:21][C:20]([NH:23][CH3:24])=[CH:19][CH:18]=2)(=[O:16])=[O:15])[CH2:10][CH2:9]1)([CH3:4])([CH3:3])[CH3:2].C(N(C(C)C)CC)(C)C.[O:35]1[CH2:40][CH2:39][CH:38]([C:41](Cl)=[O:42])[CH2:37][CH2:36]1. The catalyst is C1COCC1. The product is [C:1]([O:5][C:6](=[O:25])[NH:7][CH:8]1[CH2:9][CH2:10][N:11]([S:14]([C:17]2[CH:18]=[CH:19][C:20]([N:23]([CH3:24])[C:41]([CH:38]3[CH2:39][CH2:40][O:35][CH2:36][CH2:37]3)=[O:42])=[CH:21][CH:22]=2)(=[O:16])=[O:15])[CH2:12][CH2:13]1)([CH3:4])([CH3:3])[CH3:2]. The yield is 0.980. (4) The reactants are [NH2:1][C:2]1[N:7]=[CH:6][N:5]=[C:4]2[N:8]([C@@H:12]3[CH2:17][CH2:16][CH2:15][N:14]([C:18]([O:20][C:21]([CH3:24])([CH3:23])[CH3:22])=[O:19])[CH2:13]3)[N:9]=[C:10](I)[C:3]=12.[F:25][C:26]1[CH:27]=[C:28]([CH:45]=[C:46]([F:48])[CH:47]=1)[O:29][C:30]1[CH:35]=[CH:34][C:33](B2OC(C)(C)C(C)(C)O2)=[CH:32][CH:31]=1.C(=O)([O-])[O-].[Na+].[Na+].COCCOC. The catalyst is C1C=CC([P]([Pd]([P](C2C=CC=CC=2)(C2C=CC=CC=2)C2C=CC=CC=2)([P](C2C=CC=CC=2)(C2C=CC=CC=2)C2C=CC=CC=2)[P](C2C=CC=CC=2)(C2C=CC=CC=2)C2C=CC=CC=2)(C2C=CC=CC=2)C2C=CC=CC=2)=CC=1.O. The product is [NH2:1][C:2]1[N:7]=[CH:6][N:5]=[C:4]2[N:8]([C@@H:12]3[CH2:17][CH2:16][CH2:15][N:14]([C:18]([O:20][C:21]([CH3:24])([CH3:23])[CH3:22])=[O:19])[CH2:13]3)[N:9]=[C:10]([C:33]3[CH:32]=[CH:31][C:30]([O:29][C:28]4[CH:45]=[C:46]([F:48])[CH:47]=[C:26]([F:25])[CH:27]=4)=[CH:35][CH:34]=3)[C:3]=12. The yield is 0.720. (5) The reactants are [H-].[Na+].[OH:3][C:4]1[CH:5]=[C:6]2[C:10](=[CH:11][CH:12]=1)[C:9](=[O:13])[NH:8][C:7]2=[O:14].F[C:16]1[CH:21]=[CH:20][C:19]([N+:22]([O-:24])=[O:23])=[CH:18][CH:17]=1. The catalyst is CN(C=O)C.O. The product is [N+:22]([C:19]1[CH:20]=[CH:21][C:16]([O:3][C:4]2[CH:5]=[C:6]3[C:10](=[CH:11][CH:12]=2)[C:9](=[O:13])[NH:8][C:7]3=[O:14])=[CH:17][CH:18]=1)([O-:24])=[O:23]. The yield is 0.620. (6) The reactants are I[C:2]1[C:3]([NH:8][C:9](=[O:14])[C:10]([CH3:13])([CH3:12])[CH3:11])=[N:4][CH:5]=[CH:6][CH:7]=1.[Br:15][C:16]1[CH:17]=[N:18][NH:19][CH:20]=1.[C@@H]1(N)CCCC[C@H]1N.C(=O)([O-])[O-].[K+].[K+]. The catalyst is [Cu]I.C1(C)C=CC=CC=1. The product is [Br:15][C:16]1[CH:17]=[N:18][N:19]([C:2]2[C:3]([NH:8][C:9](=[O:14])[C:10]([CH3:13])([CH3:12])[CH3:11])=[N:4][CH:5]=[CH:6][CH:7]=2)[CH:20]=1. The yield is 0.520. (7) The product is [Br-:29].[CH2:22]([N+:19]1[CH:20]=[CH:21][C:16](=[CH:15][CH:7]2[CH2:6][C:5]3[C:9](=[CH:10][C:11]([O:12][CH3:13])=[C:3]([O:2][CH3:1])[CH:4]=3)[C:8]2=[O:14])[CH2:17][CH:18]=1)[C:23]1[CH:28]=[CH:27][CH:26]=[CH:25][CH:24]=1. The yield is 0.988. The reactants are [CH3:1][O:2][C:3]1[CH:4]=[C:5]2[C:9](=[CH:10][C:11]=1[O:12][CH3:13])[C:8](=[O:14])[C:7](=[CH:15][C:16]1[CH:21]=[CH:20][N:19]=[CH:18][CH:17]=1)[CH2:6]2.[CH2:22]([Br:29])[C:23]1[CH:28]=[CH:27][CH:26]=[CH:25][CH:24]=1. The catalyst is C(C(C)=O)C(C)C.